This data is from Forward reaction prediction with 1.9M reactions from USPTO patents (1976-2016). The task is: Predict the product of the given reaction. (1) Given the reactants F[C:2]1[N:10]=[CH:9][C:8]([F:11])=[CH:7][C:3]=1[C:4]([OH:6])=[O:5].[C:12]([NH2:16])([CH3:15])([CH3:14])[CH3:13], predict the reaction product. The product is: [C:12]([NH:16][C:2]1[N:10]=[CH:9][C:8]([F:11])=[CH:7][C:3]=1[C:4]([OH:6])=[O:5])([CH3:15])([CH3:14])[CH3:13]. (2) Given the reactants [CH2:1]([C:3]1[CH:10]=[C:9]([O:11][CH:12]2[CH2:17][CH2:16][CH2:15][CH2:14][O:13]2)[CH:8]=[C:7]([OH:18])[C:4]=1[CH:5]=[O:6])[CH3:2].CCN(CC)CC.[O:26](S(C(F)(F)F)(=O)=O)[S:27]([C:30]([F:33])([F:32])[F:31])(=O)=[O:28], predict the reaction product. The product is: [CH2:1]([C:3]1[C:4]([CH:5]=[O:6])=[C:7]([O:18][S:27]([C:30]([F:33])([F:32])[F:31])(=[O:28])=[O:26])[CH:8]=[C:9]([O:11][CH:12]2[CH2:17][CH2:16][CH2:15][CH2:14][O:13]2)[CH:10]=1)[CH3:2]. (3) Given the reactants [C:1]1([CH2:7][CH2:8][CH2:9][C:10]([OH:12])=O)[CH:6]=[CH:5][CH:4]=[CH:3][CH:2]=1.C1C=CC2N(O)N=NC=2C=1.C(Cl)CCl.Cl.[CH2:28]([O:30][C:31](=[O:46])[CH:32]([NH:34][C:35]([CH:37]1[CH2:41][CH2:40][CH2:39][N:38]1[C:42](=[O:45])[CH2:43][NH2:44])=[O:36])[CH3:33])[CH3:29].CCN(CC)CC, predict the reaction product. The product is: [CH2:28]([O:30][C:31](=[O:46])[CH:32]([NH:34][C:35]([CH:37]1[CH2:41][CH2:40][CH2:39][N:38]1[C:42](=[O:45])[CH2:43][NH:44][C:10](=[O:12])[CH2:9][CH2:8][CH2:7][C:1]1[CH:2]=[CH:3][CH:4]=[CH:5][CH:6]=1)=[O:36])[CH3:33])[CH3:29]. (4) Given the reactants [CH3:1][S:2]([CH2:5][CH2:6][O:7][NH:8]C(=O)OC(C)(C)C)(=[O:4])=[O:3].[ClH:16], predict the reaction product. The product is: [ClH:16].[NH2:8][O:7][CH2:6][CH2:5][S:2]([CH3:1])(=[O:4])=[O:3]. (5) Given the reactants [NH2:1][CH:2]([CH2:13][CH3:14])[CH2:3][CH2:4][NH:5][C:6](=[O:12])[O:7][C:8]([CH3:11])([CH3:10])[CH3:9].[S:15]1[C:19]2[CH:20]=[CH:21][CH:22]=[CH:23][C:18]=2[CH:17]=[C:16]1[C:24]([NH:26][C@H:27]([C:32](O)=[O:33])[CH2:28][CH:29]([CH3:31])[CH3:30])=[O:25].CN1CCOCC1.CCN=C=NCCCN(C)C.Cl, predict the reaction product. The product is: [S:15]1[C:19]2[CH:20]=[CH:21][CH:22]=[CH:23][C:18]=2[CH:17]=[C:16]1[C:24]([NH:26][C@H:27]([C:32]([NH:1][CH:2]([CH2:13][CH3:14])[CH2:3][CH2:4][NH:5][C:6](=[O:12])[O:7][C:8]([CH3:9])([CH3:10])[CH3:11])=[O:33])[CH2:28][CH:29]([CH3:30])[CH3:31])=[O:25]. (6) Given the reactants [NH2:1][C:2]1[CH:7]=[CH:6][C:5]([S:8]([N:11]([CH2:13][C:14]2[CH:19]=[CH:18][CH:17]=[CH:16][CH:15]=2)[CH3:12])(=[O:10])=[O:9])=[CH:4][CH:3]=1.[C:20]([N:27]1[CH2:32][CH2:31][C:30](=O)[CH2:29][CH2:28]1)([O:22][C:23]([CH3:26])([CH3:25])[CH3:24])=[O:21], predict the reaction product. The product is: [C:23]([O:22][C:20]([N:27]1[CH2:32][CH2:31][CH:30]([NH:1][C:2]2[CH:7]=[CH:6][C:5]([S:8](=[O:10])(=[O:9])[N:11]([CH2:13][C:14]3[CH:15]=[CH:16][CH:17]=[CH:18][CH:19]=3)[CH3:12])=[CH:4][CH:3]=2)[CH2:29][CH2:28]1)=[O:21])([CH3:26])([CH3:24])[CH3:25]. (7) Given the reactants CO[C:3](=[O:24])[C@@H:4]([NH:16][C:17]([O:19][C:20]([CH3:23])([CH3:22])[CH3:21])=[O:18])[CH2:5][C:6]1[CH:11]=[CH:10][C:9]([O:12][CH2:13][CH2:14][CH3:15])=[CH:8][CH:7]=1.[OH-].[Na+].CCN=C=NCCCN(C)C.Cl.C1C=CC2N(O)N=NC=2C=1.[C:49]([O:68][NH2:69])([C:62]1[CH:67]=[CH:66][CH:65]=[CH:64][CH:63]=1)([C:56]1[CH:61]=[CH:60][CH:59]=[CH:58][CH:57]=1)[C:50]1[CH:55]=[CH:54][CH:53]=[CH:52][CH:51]=1, predict the reaction product. The product is: [C:20]([O:19][C:17]([NH:16][C@@H:4]([CH2:5][C:6]1[CH:7]=[CH:8][C:9]([O:12][CH2:13][CH2:14][CH3:15])=[CH:10][CH:11]=1)[C:3]([NH:69][O:68][C:49]([C:50]1[CH:55]=[CH:54][CH:53]=[CH:52][CH:51]=1)([C:62]1[CH:63]=[CH:64][CH:65]=[CH:66][CH:67]=1)[C:56]1[CH:57]=[CH:58][CH:59]=[CH:60][CH:61]=1)=[O:24])=[O:18])([CH3:21])([CH3:22])[CH3:23].